Dataset: Experimentally validated miRNA-target interactions with 360,000+ pairs, plus equal number of negative samples. Task: Binary Classification. Given a miRNA mature sequence and a target amino acid sequence, predict their likelihood of interaction. (1) The miRNA is hsa-miR-570-5p with sequence AAAGGUAAUUGCAGUUUUUCCC. The protein sequence of the target gene is MALRGAAGATDTPVSSAGGAPGGSASSSSTSSGGSASAGAGLWAALYDYEARGEDELSLRRGQLVEVLSQDAAVSGDEGWWAGQVQRRLGIFPANYVAPCRPAASPAPPPSRPSSPVHVAFERLELKELIGAGGFGQVYRATWQGQEVAVKAARQDPEQDAAAAAESVRREARLFAMLRHPNIIELRGVCLQQPHLCLVLEFARGGALNRALAAANAAPDPRAPGPRRARRIPPHVLVNWAVQIARGMLYLHEEAFVPILHRDLKSSNILLLEKIEHDDICNKTLKITDFGLAREWHRTT.... Result: 1 (interaction). (2) The miRNA is hsa-miR-517c-3p with sequence AUCGUGCAUCCUUUUAGAGUGU. The protein sequence of the target gene is MARMGLAGAAGRWWGLALGLTAFFLPGTHTQVVQVNDSMYGFIGTDVVLHCSFANPLPSVKITQVTWQKASNGSKQNMAIYNPTMGVSVLPPYEKRVEFLRPSFIDGTIRLSGLELEDEGMYICEFATFPTGNRESQLNLTVMAKPTNWIEGTRAVLRARKGQDDKVLVATCTSANGKPPSAVSWETRLKGEAEYQEIRNPNGTVTVISRYRLVPSREAHRQSLACIVNYHLDRFRESLTLNVQYEPEVTIEGFDGNWYLQRTDVKLTCKADANPPATEYHWTTLNGSLPKGVEAQNRTL.... Result: 0 (no interaction). (3) The miRNA is hsa-miR-4329 with sequence CCUGAGACCCUAGUUCCAC. The protein sequence of the target gene is MAAQGWSMLLLAVLNLGIFVRPCDTQELRCLCIQEHSEFIPLKLIKNIMVIFETIYCNRKEVIAVPKNGSMICLDPDAPWVKATVGPITNRFLPEDLKQKEFPPAMKLLYSVEHEKPLYLSFGRPENKRIFPFPIRETSRHFADLAHNSDRNFLRDSSEVSLTGSDA. Result: 0 (no interaction). (4) Result: 0 (no interaction). The miRNA is hsa-miR-590-3p with sequence UAAUUUUAUGUAUAAGCUAGU. The protein sequence of the target gene is MAQVVMSALPAEDEESSESRMVVTFLMSALESMCKELAKSKAEVACIAVYETDVFVVGTERGRAFVNTRKDFQKDFVKYCVEEEEKAAEMHKMKSTTQANRMSVDAVEIETLRKTVEDYFCFCYGKALGKSTVVPVPYEKMLRDQSAVVVQGLPEGVAFKHPEHYDLATLKWILENKAGISFIIKRPFLEPKKHLGGRVLAAEAERSMLSPSGSCGPIKVKTEPTEDSGISLEMAAVTVKEESEDPDYYQYNIQGPSETDGVDEKLPLSKALQGSHHSSEGNEGTEVEVPAEDSTQHVPS.... (5) The miRNA is hsa-miR-369-5p with sequence AGAUCGACCGUGUUAUAUUCGC. The protein sequence of the target gene is MASEIHMTGPMCLIENTNGRLMANPEALKILSAITQPMVVVAIVGLYRTGKSYLMNKLAGKKKGFSLGSTVQSHTKGIWMWCVPHPKKPGHILVLLDTEGLGDVEKGDNQNDSWIFALAVLLSSTFVYNSIGTINQQAMDQLYYVTELTHRIRSKSSPDENENEVEDSADFVSFFPDFVWTLRDFSLDLEADGQPLTPDEYLTYSLKLKKGTSQKDETFNLPRLCIRKFFPKKKCFVFDRPVHRRKLAQLEKLQDEELDPEFVQQVADFCSYIFSNSKTKTLSGGIQVNGPRLESLVLTY.... Result: 0 (no interaction). (6) The miRNA is mmu-miR-6927-3p with sequence CCUGAGCUGGCUCCCCUGCAG. The protein sequence of the target gene is MMRLRGSAMLRELLLRPPAAVGAVLRRAQPLGTLCRRPRGGSRPTAGLVAAARLHPWWGGGGRAKGPGAGGLSSSPSEILQELGKGGTPPQQQQQQQQQPGASPPAAPGPKDSPGETDAFGNSEGKEMVAAGDNKIKQGLLPSLEDLLFYTIAEGQEKIPVHKFITALKSTGLRTSDPRLKECMDMLRLTLQTTSDGVMLDKDLFKKCVQSNIVLLTQAFRRKFVIPDFMSFTSHIDELYESAKKQSGGKVADYIPQLAKFSPDLWGVSVCTVDGQRHSIGDTKVPFCLQSCVKPLKYAI.... Result: 0 (no interaction). (7) The miRNA is hsa-miR-1255b-2-3p with sequence AACCACUUUCUUUGCUCAUCCA. The protein sequence of the target gene is MDEQSQGMQGPPVTQFQPQKALRPDMGYNTLANFRIEKKIGRGQFSEVYRASCLLDGVPVALKKVQIFDLMDAKARADCIKEIDLLKQLNHPNVIKYYASFIEDNELNIVLELADAGDLSRMIKHFKKQKRLIPERTVWKYFVQLCSALDHMHSRRVMHRDIKPANVFITATGVVKLGDLGLGRFFSSKTTAAHSLVGTPYYMSPERIHENGYNFKSDIWSLGCLLYEMAALQSPFYGDKMNLYSLCKKIEQCDYPPLPSDHYSEELRQLVNICINPDPEKRPDIAYVYDVAKRMHACTA.... Result: 0 (no interaction).